This data is from Peptide-MHC class I binding affinity with 185,985 pairs from IEDB/IMGT. The task is: Regression. Given a peptide amino acid sequence and an MHC pseudo amino acid sequence, predict their binding affinity value. This is MHC class I binding data. (1) The peptide sequence is FRFNGLYHR. The MHC is Mamu-B17 with pseudo-sequence Mamu-B17. The binding affinity (normalized) is 0.197. (2) The peptide sequence is VHPVHAGPIA. The MHC is HLA-A02:06 with pseudo-sequence HLA-A02:06. The binding affinity (normalized) is 0.